From a dataset of Full USPTO retrosynthesis dataset with 1.9M reactions from patents (1976-2016). Predict the reactants needed to synthesize the given product. (1) Given the product [Br:18][C:19]1[CH:20]=[C:21]([NH:25][C:26]([O:1][C@H:2]2[CH2:6][N:5]([C:7]([O:9][C:10]([CH3:11])([CH3:12])[CH3:13])=[O:8])[C@H:4]([C:14]([O:16][CH3:17])=[O:15])[CH2:3]2)=[O:27])[CH:22]=[CH:23][CH:24]=1, predict the reactants needed to synthesize it. The reactants are: [OH:1][C@H:2]1[CH2:6][N:5]([C:7]([O:9][C:10]([CH3:13])([CH3:12])[CH3:11])=[O:8])[C@H:4]([C:14]([O:16][CH3:17])=[O:15])[CH2:3]1.[Br:18][C:19]1[CH:24]=[CH:23][CH:22]=[C:21]([N:25]=[C:26]=[O:27])[CH:20]=1. (2) Given the product [F:26][C:27]1[CH:32]=[CH:31][CH:30]=[CH:29][C:28]=1[NH:33][C:34](=[S:35])[NH:1][C:2]1[CH:7]=[CH:6][C:5]([C:8]2[CH:9]=[C:10]3[C:14](=[CH:15][CH:16]=2)[C:13](=[O:17])[N:12]([C@@H:18]([CH:23]([CH3:25])[CH3:24])[C:19]([O:21][CH3:22])=[O:20])[CH2:11]3)=[CH:4][CH:3]=1, predict the reactants needed to synthesize it. The reactants are: [NH2:1][C:2]1[CH:7]=[CH:6][C:5]([C:8]2[CH:9]=[C:10]3[C:14](=[CH:15][CH:16]=2)[C:13](=[O:17])[N:12]([C@@H:18]([CH:23]([CH3:25])[CH3:24])[C:19]([O:21][CH3:22])=[O:20])[CH2:11]3)=[CH:4][CH:3]=1.[F:26][C:27]1[CH:32]=[CH:31][CH:30]=[CH:29][C:28]=1[N:33]=[C:34]=[S:35]. (3) The reactants are: [NH:1]1[C:5]2=[N:6][CH:7]=[CH:8][CH:9]=[C:4]2[C:3]([C:10]([NH:12][NH:13][C:14]([NH:16][C:17]2[CH:22]=[CH:21][CH:20]=[CH:19][CH:18]=2)=S)=[O:11])=[CH:2]1. Given the product [C:17]1([NH:16][C:14]2[O:11][C:10]([C:3]3[C:4]4[C:5](=[N:6][CH:7]=[CH:8][CH:9]=4)[NH:1][CH:2]=3)=[N:12][N:13]=2)[CH:22]=[CH:21][CH:20]=[CH:19][CH:18]=1, predict the reactants needed to synthesize it. (4) Given the product [CH2:10]([O:1][C:2]1[CH:9]=[CH:8][C:5]([CH:6]=[N:26][NH:27][C:28]([NH2:30])=[S:29])=[CH:4][CH:3]=1)[CH:11]=[CH:12][C:13]1[CH:18]=[CH:17][CH:16]=[CH:15][CH:14]=1, predict the reactants needed to synthesize it. The reactants are: [OH:1][C:2]1[CH:9]=[CH:8][C:5]([CH:6]=O)=[CH:4][CH:3]=1.[CH2:10](Br)[CH:11]=[CH:12][C:13]1[CH:18]=[CH:17][CH:16]=[CH:15][CH:14]=1.C(=O)([O-])[O-].[K+].[K+].[NH2:26][NH:27][C:28]([NH2:30])=[S:29]. (5) Given the product [OH:9][C:6]1[CH:7]=[CH:8][C:3]([CH2:2][NH:1][C:20]2[N:25]=[C:24]([O:26][CH2:27][C:28]([F:31])([F:29])[F:30])[N:23]=[C:22]([NH:32][C:33]3[CH:42]=[CH:41][C:36]([C:37]([O:39][CH3:40])=[O:38])=[CH:35][CH:34]=3)[N:21]=2)=[CH:4][CH:5]=1, predict the reactants needed to synthesize it. The reactants are: [NH2:1][CH2:2][C:3]1[CH:8]=[CH:7][C:6]([OH:9])=[CH:5][CH:4]=1.CCN(C(C)C)C(C)C.Cl[C:20]1[N:25]=[C:24]([O:26][CH2:27][C:28]([F:31])([F:30])[F:29])[N:23]=[C:22]([NH:32][C:33]2[CH:42]=[CH:41][C:36]([C:37]([O:39][CH3:40])=[O:38])=[CH:35][CH:34]=2)[N:21]=1.CCOC(C)=O. (6) Given the product [Cl:34][C:30]1[CH:29]=[C:28]2[C:33](=[CH:32][CH:31]=1)[N:25]([CH2:24][C:23]1[CH:44]=[CH:45][C:20]([NH:19][CH:1]([CH3:2])[CH3:5])=[CH:21][C:22]=1[O:46][CH3:47])[C:26](=[O:43])[C:27]2([C:36]1[CH:41]=[CH:40][CH:39]=[CH:38][C:37]=1[Cl:42])[CH3:35], predict the reactants needed to synthesize it. The reactants are: [C:1](O)(=O)[CH3:2].[C:5](O[BH-](OC(=O)C)OC(=O)C)(=O)C.[Na+].[NH2:19][C:20]1[CH:45]=[CH:44][C:23]([CH2:24][N:25]2[C:33]3[C:28](=[CH:29][C:30]([Cl:34])=[CH:31][CH:32]=3)[C:27]([C:36]3[CH:41]=[CH:40][CH:39]=[CH:38][C:37]=3[Cl:42])([CH3:35])[C:26]2=[O:43])=[C:22]([O:46][CH3:47])[CH:21]=1.C(=O)([O-])O.[Na+]. (7) Given the product [CH3:1][N:2]([CH2:10][C:11]1[CH:12]=[N+:13]([O-:25])[CH:14]=[CH:15][CH:16]=1)[C:3](=[O:9])[O:4][C:5]([CH3:8])([CH3:6])[CH3:7], predict the reactants needed to synthesize it. The reactants are: [CH3:1][N:2]([CH2:10][C:11]1[CH:12]=[N:13][CH:14]=[CH:15][CH:16]=1)[C:3](=[O:9])[O:4][C:5]([CH3:8])([CH3:7])[CH3:6].ClC1C=CC=C(C(OO)=[O:25])C=1. (8) Given the product [CH3:1][C:2]1([CH3:21])[C:11]2[C:6](=[CH:7][CH:8]=[CH:9][CH:10]=2)[N:5]([C:12]2[CH:17]=[CH:16][CH:15]=[CH:14][C:13]=2[NH2:18])[CH2:4][CH2:3]1, predict the reactants needed to synthesize it. The reactants are: [CH3:1][C:2]1([CH3:21])[C:11]2[C:6](=[CH:7][CH:8]=[CH:9][CH:10]=2)[N:5]([C:12]2[CH:17]=[CH:16][CH:15]=[CH:14][C:13]=2[N+:18]([O-])=O)[CH2:4][CH2:3]1.[NH4+].[Cl-].